This data is from Reaction yield outcomes from USPTO patents with 853,638 reactions. The task is: Predict the reaction yield, written as a fraction of the theoretical maximum amount of product (1.0 means a 100% yield; for example, 0.34 means a 34% yield). (1) The reactants are [OH-].[Na+].[C:3]([O:7][OH:8])([CH3:6])([CH3:5])[CH3:4].[CH:9]1[C:9]2N[C:20]3[C:15](=[CH:15][CH:20]=[CH:19][CH:19]=3)S[C:9]=2[CH:19]=[CH:20][CH:15]=1.C[CH:24]=[CH:25][C:26](Cl)=[O:27]. The catalyst is CN(C=O)C. The product is [C:3]([OH:7])(=[O:27])[C:20]([CH3:19])=[CH2:15].[C:3]([O:7][O:8][C:25]([CH3:24])([CH3:26])[CH3:9])([CH3:6])([CH3:5])[CH3:4]. The yield is 0.384. (2) The reactants are Br[C:2]1[C:7]([O:8][CH2:9][CH3:10])=[CH:6][CH:5]=[C:4]([N+:11]([O-])=O)[N:3]=1. The catalyst is CCOC(C)=O.CCO.[Pd]. The product is [CH2:9]([O:8][C:7]1[CH:6]=[CH:5][C:4]([NH2:11])=[N:3][CH:2]=1)[CH3:10]. The yield is 0.940. (3) The reactants are C(N([C:13]1[CH:18]=[CH:17][C:16]([Cl:19])=[CH:15][CH:14]=1)CC(O)=O)(OC(C)(C)C)=O.C1N=CN([C:25]([N:27]2[CH:31]=[N:30][CH:29]=[CH:28]2)=[O:26])C=1.Cl.NC[C:35]1[CH:36]=[C:37]2[C:41](=[CH:42][CH:43]=1)[C:40](=[O:44])[N:39]([CH:45]1[CH2:50][CH2:49][C:48](=[O:51])[NH:47][C:46]1=[O:52])[CH2:38]2.[OH2:53]. The catalyst is CN(C=O)C. The product is [Cl:19][C:16]1[CH:15]=[CH:14][C:13]([CH:28]([NH:27][C:25](=[O:26])[O:44][CH2:40][CH2:41][CH2:37][CH3:36])[C:29]([NH:30][CH2:31][C:35]2[CH:36]=[C:37]3[C:41](=[CH:42][CH:43]=2)[C:40](=[O:44])[N:39]([CH:45]2[CH2:50][CH2:49][C:48](=[O:51])[NH:47][C:46]2=[O:52])[CH2:38]3)=[O:53])=[CH:18][CH:17]=1. The yield is 0.800. (4) The product is [NH2:25][CH2:24][CH2:23][NH:22][C:20](=[O:21])[CH2:19][C:4]1[CH:5]=[CH:6][C:7]([O:8][CH2:9][C:10]2[CH:11]=[CH:12][C:13]([CH:16]([CH3:17])[CH3:18])=[CH:14][CH:15]=2)=[C:2]([Cl:1])[CH:3]=1. The yield is 0.240. The catalyst is ClCCl. The reactants are [Cl:1][C:2]1[CH:3]=[C:4]([CH2:19][C:20]([NH:22][CH2:23][CH2:24][NH:25]C(=O)OC(C)(C)C)=[O:21])[CH:5]=[CH:6][C:7]=1[O:8][CH2:9][C:10]1[CH:15]=[CH:14][C:13]([CH:16]([CH3:18])[CH3:17])=[CH:12][CH:11]=1.Cl. (5) The reactants are [C:1]([C:9]1[CH:16]=[CH:15][C:12]([CH:13]=O)=[CH:11][CH:10]=1)#[C:2][CH2:3][CH2:4][CH2:5][CH2:6][CH2:7][CH3:8].[Br:17][C:18]1[CH:25]=[CH:24][C:21]([CH2:22][NH2:23])=[CH:20][CH:19]=1. No catalyst specified. The product is [Br:17][C:18]1[CH:25]=[CH:24][C:21]([CH2:22][NH:23][CH2:13][C:12]2[CH:15]=[CH:16][C:9]([C:1]#[C:2][CH2:3][CH2:4][CH2:5][CH2:6][CH2:7][CH3:8])=[CH:10][CH:11]=2)=[CH:20][CH:19]=1. The yield is 0.860.